This data is from Full USPTO retrosynthesis dataset with 1.9M reactions from patents (1976-2016). The task is: Predict the reactants needed to synthesize the given product. (1) Given the product [Cl:45][C:39]1[CH:40]=[CH:41][CH:42]=[C:43]([Cl:44])[C:38]=1[C:31]1[C:30]([CH2:29][O:1][C:2]2[CH:3]=[CH:4][C:5]([C:8]3[CH:16]=[C:15]4[C:11]([CH:12]=[C:13]([C:24]([OH:26])=[O:25])[NH:14]4)=[CH:10][CH:9]=3)=[CH:6][CH:7]=2)=[C:34]([CH:35]([CH3:37])[CH3:36])[O:33][N:32]=1, predict the reactants needed to synthesize it. The reactants are: [OH:1][C:2]1[CH:7]=[CH:6][C:5]([C:8]2[CH:16]=[C:15]3[C:11]([CH:12]=[C:13]([C:24]([O:26]C)=[O:25])[N:14]3C(OC(C)(C)C)=O)=[CH:10][CH:9]=2)=[CH:4][CH:3]=1.Cl[CH2:29][C:30]1[C:31]([C:38]2[C:43]([Cl:44])=[CH:42][CH:41]=[CH:40][C:39]=2[Cl:45])=[N:32][O:33][C:34]=1[CH:35]([CH3:37])[CH3:36].C(=O)([O-])[O-].[K+].[K+].[OH-].[Na+]. (2) Given the product [NH2:29][C:20](=[O:22])[C@H:12]([NH:11][C:1](=[O:2])[O:3][CH2:4][C:5]1[CH:10]=[CH:9][CH:8]=[CH:7][CH:6]=1)[CH2:13][C:14]1[CH:19]=[CH:18][CH:17]=[CH:16][CH:15]=1, predict the reactants needed to synthesize it. The reactants are: [C:1]([NH:11][C@@H:12]([C:20]([OH:22])=O)[CH2:13][C:14]1[CH:19]=[CH:18][CH:17]=[CH:16][CH:15]=1)([O:3][CH2:4][C:5]1[CH:10]=[CH:9][CH:8]=[CH:7][CH:6]=1)=[O:2].C1C=C2[N:29]=NN(O)C2=CC=1.O.C(Cl)CCl.[NH4+].[OH-]. (3) Given the product [CH3:12][O:6][C:5](=[O:7])[C:4]1[CH:8]=[C:9]([F:11])[CH:10]=[C:2]([Br:1])[CH:3]=1, predict the reactants needed to synthesize it. The reactants are: [Br:1][C:2]1[CH:3]=[C:4]([CH:8]=[C:9]([F:11])[CH:10]=1)[C:5]([OH:7])=[O:6].[CH3:12][Si](C=[N+]=[N-])(C)C.C(O)(=O)C. (4) Given the product [CH3:1][C:2]1([CH3:25])[C:6]([C:7]2[CH:12]=[C:11]([C:13]([O:15][CH3:16])=[O:14])[CH:10]=[CH:9][C:8]=2[C:17]2[CH:22]=[C:21]([O:23][Si:34]([CH:38]([CH3:40])[CH3:39])([CH:35]([CH3:37])[CH3:36])[CH:31]([CH3:33])[CH3:32])[CH:20]=[CH:19][C:18]=2[F:24])=[CH:5][CH2:4][CH2:3]1, predict the reactants needed to synthesize it. The reactants are: [CH3:1][C:2]1([CH3:25])[C:6]([C:7]2[CH:12]=[C:11]([C:13]([O:15][CH3:16])=[O:14])[CH:10]=[CH:9][C:8]=2[C:17]2[CH:22]=[C:21]([OH:23])[CH:20]=[CH:19][C:18]=2[F:24])=[CH:5][CH2:4][CH2:3]1.N1C=CN=C1.[CH:31]([Si:34](Cl)([CH:38]([CH3:40])[CH3:39])[CH:35]([CH3:37])[CH3:36])([CH3:33])[CH3:32]. (5) Given the product [C:28]([O:32][C:33]([N:35]1[CH2:36][CH2:37][N:38]([C:41]([C:42]2[CH:43]([C:44]3[CH:49]=[C:48]([Cl:50])[CH:47]=[C:46]([Cl:51])[CH:45]=3)[C:12]([C:11]([O:10][CH2:9][CH2:8][CH:7]([C:1]3[CH:6]=[CH:5][CH:4]=[CH:3][CH:2]=3)[C:17]3[CH:22]=[CH:21][CH:20]=[CH:19][CH:18]=3)=[O:16])=[C:23]([CH3:24])[NH:27][C:52]=2[CH3:53])=[O:55])[CH2:39][CH2:40]1)=[O:34])([CH3:31])([CH3:29])[CH3:30], predict the reactants needed to synthesize it. The reactants are: [C:1]1([CH:7]([C:17]2[CH:22]=[CH:21][CH:20]=[CH:19][CH:18]=2)[CH2:8][CH2:9][O:10][C:11](=[O:16])[CH2:12]C(C)=O)[CH:6]=[CH:5][CH:4]=[CH:3][CH:2]=1.[C:23]([O-])(=O)[CH3:24].[NH4+:27].[C:28]([O:32][C:33]([N:35]1[CH2:40][CH2:39][N:38]([C:41](=[O:55])[C:42]([C:52](=O)[CH3:53])=[CH:43][C:44]2[CH:49]=[C:48]([Cl:50])[CH:47]=[C:46]([Cl:51])[CH:45]=2)[CH2:37][CH2:36]1)=[O:34])([CH3:31])([CH3:30])[CH3:29]. (6) Given the product [OH:1][C@@H:2]1[CH2:15][C@H:5]([OH:6])[C@H:4]([CH2:13]/[CH:12]=[CH:11]\[CH2:10][CH2:9][CH2:8][C:7]([OH:32])=[O:14])[C@H:3]1/[CH:16]=[CH:17]/[C@@H:18]([OH:31])[CH2:19][O:20][C:21]1[CH:26]=[CH:25][CH:24]=[C:23]([C:27]([F:30])([F:28])[F:29])[CH:22]=1, predict the reactants needed to synthesize it. The reactants are: [OH:1][C@@H:2]1[CH2:15][C@@H:5]2[O:6][C:7](=[O:14])[CH2:8][CH2:9][CH2:10][CH:11]=[CH:12][CH2:13][C@@H:4]2[C@H:3]1/[CH:16]=[CH:17]/[C@@H:18]([OH:31])[CH2:19][O:20][C:21]1[CH:26]=[CH:25][CH:24]=[C:23]([C:27]([F:30])([F:29])[F:28])[CH:22]=1.[OH-:32].[K+].Cl. (7) Given the product [S:6]1[C:10]2[CH:11]=[CH:12][CH:13]=[CH:14][C:9]=2[CH:8]=[C:7]1[C:16]1([OH:15])[CH2:17][CH2:18][N:19]([C:22]([O:24][C:25]([CH3:27])([CH3:26])[CH3:28])=[O:23])[CH2:20][CH2:21]1, predict the reactants needed to synthesize it. The reactants are: C([Li])CCC.[S:6]1[C:10]2[CH:11]=[CH:12][CH:13]=[CH:14][C:9]=2[CH:8]=[CH:7]1.[O:15]=[C:16]1[CH2:21][CH2:20][N:19]([C:22]([O:24][C:25]([CH3:28])([CH3:27])[CH3:26])=[O:23])[CH2:18][CH2:17]1.C(=O)([O-])O.[Na+]. (8) Given the product [Br:13][C:14]1[CH:15]=[C:16]2[C:21](=[CH:22][C:23]=1[Cl:12])[C:20](=[O:24])[N:19]([CH2:25][C:26]1[CH:27]=[CH:28][C:29]([O:32][CH3:33])=[CH:30][CH:31]=1)[CH:18]=[CH:17]2, predict the reactants needed to synthesize it. The reactants are: BrC1C=C2C(=CC=1[Cl:12])C=NC=C2.[Br:13][C:14]1[CH:15]=[C:16]2[C:21](=[CH:22][CH:23]=1)[C:20](=[O:24])[N:19]([CH2:25][C:26]1[CH:31]=[CH:30][C:29]([O:32][CH3:33])=[CH:28][CH:27]=1)[CH:18]=[CH:17]2. (9) Given the product [Cl:1][C:2]1[C:3]([CH3:9])=[C:4]([OH:10])[CH:5]=[CH:6][CH:7]=1, predict the reactants needed to synthesize it. The reactants are: [Cl:1][C:2]1[CH:7]=[CH:6][CH:5]=[C:4](Cl)[C:3]=1[CH3:9].[OH-:10].[K+].O. (10) The reactants are: [C:1]1([N:7]2[C:11]([C:12]3[C:17](=[O:18])[CH:16]=[CH:15][N:14]([CH:19]4[CH2:24][CH2:23][NH:22][CH2:21][CH2:20]4)[N:13]=3)=[CH:10][CH:9]=[N:8]2)[CH:6]=[CH:5][CH:4]=[CH:3][CH:2]=1.[CH3:25][C:26]([CH3:28])=O.C(O)(=O)C.C(O[BH-](OC(=O)C)OC(=O)C)(=O)C.[Na+]. Given the product [CH3:25][CH:26]([N:22]1[CH2:23][CH2:24][CH:19]([N:14]2[CH:15]=[CH:16][C:17](=[O:18])[C:12]([C:11]3[N:7]([C:1]4[CH:2]=[CH:3][CH:4]=[CH:5][CH:6]=4)[N:8]=[CH:9][CH:10]=3)=[N:13]2)[CH2:20][CH2:21]1)[CH3:28], predict the reactants needed to synthesize it.